Predict the reaction yield, written as a fraction of the theoretical maximum amount of product (1.0 means a 100% yield; for example, 0.34 means a 34% yield). From a dataset of Reaction yield outcomes from USPTO patents with 853,638 reactions. The reactants are [Cl:1][C:2]1[C:3]([O:12][C:13]2[CH:18]=[C:17]([OH:19])[CH:16]=[CH:15][C:14]=2/[CH:20]=[CH:21]/[C:22]([O:24][CH2:25][CH3:26])=[O:23])=[N:4][CH:5]=[C:6]([C:8]([F:11])([F:10])[F:9])[CH:7]=1.C(=O)([O-])[O-].[K+].[K+].[I-].[Na+].Br[CH2:36][CH2:37][CH2:38][O:39][CH3:40].Cl. The catalyst is CN(C)C=O. The product is [Cl:1][C:2]1[C:3]([O:12][C:13]2[CH:18]=[C:17]([O:19][CH2:36][CH2:37][CH2:38][O:39][CH3:40])[CH:16]=[CH:15][C:14]=2/[CH:20]=[CH:21]/[C:22]([O:24][CH2:25][CH3:26])=[O:23])=[N:4][CH:5]=[C:6]([C:8]([F:9])([F:11])[F:10])[CH:7]=1. The yield is 0.700.